Dataset: Forward reaction prediction with 1.9M reactions from USPTO patents (1976-2016). Task: Predict the product of the given reaction. (1) Given the reactants FC(F)(F)C1C=CC(OCC2C=CC(SC3C=CC(OCC(O)=O)=C(C)C=3)=CC=2)=CC=1.C([O:34][C:35](=[O:66])[CH2:36][O:37][C:38]1[CH:43]=[C:42]([CH3:44])[C:41]([S:45][C:46]2[CH:51]=[CH:50][C:49]([CH2:52][O:53][C:54]3[CH:59]=[CH:58][C:57]([C:60]([F:63])([F:62])[F:61])=[CH:56][CH:55]=3)=[CH:48][C:47]=2[Cl:64])=[CH:40][C:39]=1[CH3:65])C, predict the reaction product. The product is: [Cl:64][C:47]1[CH:48]=[C:49]([CH2:52][O:53][C:54]2[CH:55]=[CH:56][C:57]([C:60]([F:63])([F:61])[F:62])=[CH:58][CH:59]=2)[CH:50]=[CH:51][C:46]=1[S:45][C:41]1[C:42]([CH3:44])=[CH:43][C:38]([O:37][CH2:36][C:35]([OH:66])=[O:34])=[C:39]([CH3:65])[CH:40]=1. (2) The product is: [C:24]([CH:22]1[CH2:23][CH:21]1[C:17]1[N:13]2[C:14](=[O:16])[CH:15]=[C:10]([CH2:9][C:5]3[CH:4]=[C:3]([CH:8]=[CH:7][CH:6]=3)[C:1]#[N:2])[N:11]=[C:12]2[S:19][C:18]=1[CH3:20])#[N:26]. Given the reactants [C:1]([C:3]1[CH:4]=[C:5]([CH2:9][C:10]2[N:11]=[C:12]3[S:19][C:18]([CH3:20])=[C:17]([CH:21]4[CH2:23][CH:22]4[C:24]([NH2:26])=O)[N:13]3[C:14](=[O:16])[CH:15]=2)[CH:6]=[CH:7][CH:8]=1)#[N:2].N12CCCN=C1CCCCC2.C(OP(Cl)(Cl)=O)C, predict the reaction product. (3) Given the reactants [NH2:1][C:2]1[N:6]([C@H:7]2[CH2:12][CH2:11][C@@H:10]([CH3:13])[NH:9][CH2:8]2)[N:5]=[C:4]([C:14]2[CH:19]=[CH:18][C:17]([O:20][C:21]3[CH:26]=[CH:25][C:24]([F:27])=[CH:23][C:22]=3[F:28])=[CH:16][CH:15]=2)[C:3]=1[C:29]([NH2:31])=[O:30].C(=O)([O-])[O-].[Cs+].[Cs+].[N:38]#[C:39]Br.O, predict the reaction product. The product is: [NH2:1][C:2]1[N:6]([C@@H:7]2[CH2:12][CH2:11][C@H:10]([CH3:13])[N:9]([C:39]#[N:38])[CH2:8]2)[N:5]=[C:4]([C:14]2[CH:15]=[CH:16][C:17]([O:20][C:21]3[CH:26]=[CH:25][C:24]([F:27])=[CH:23][C:22]=3[F:28])=[CH:18][CH:19]=2)[C:3]=1[C:29]([NH2:31])=[O:30]. (4) Given the reactants [OH:1][CH2:2][CH2:3][O:4][CH2:5][CH2:6][NH:7][C:8]([C:10]1[C:11]([CH3:53])=[C:12]2[CH:33]=[C:31]3[N:32]=[C:28]([C:29]([CH3:36])=[C:30]3[CH2:34][CH3:35])[CH:27]=[C:25]3[NH:26][C:22]([C:23]([CH3:39])=[C:24]3[CH:37]=[O:38])=[CH:21][C:19]3=[N:20][C:16]([CH:17]([CH2:41][CH2:42][C:43]([O:45][CH3:46])=[O:44])[CH:18]3[CH3:40])=[C:15]([CH:47]([OH:52])[C:48]([O:50][CH3:51])=[O:49])[C:14]=1[NH:13]2)=[O:9], predict the reaction product. The product is: [OH:1][CH2:2][CH2:3][O:4][CH2:5][CH2:6][NH:7][C:8]([C:10]1[C:11]([CH3:53])=[C:12]2[CH:33]=[C:31]3[N:32]=[C:28]([C:29]([CH3:36])=[C:30]3[CH2:34][CH3:35])[CH:27]=[C:25]3[NH:26][C:22]([C:23]([CH3:39])=[C:24]3[CH2:37][OH:38])=[CH:21][C:19]3=[N:20][C:16]([CH:17]([CH2:41][CH2:42][C:43]([O:45][CH3:46])=[O:44])[CH:18]3[CH3:40])=[C:15]([CH:47]([OH:52])[C:48]([O:50][CH3:51])=[O:49])[C:14]=1[NH:13]2)=[O:9].